Dataset: Forward reaction prediction with 1.9M reactions from USPTO patents (1976-2016). Task: Predict the product of the given reaction. (1) Given the reactants [CH:1]1[C:10]2[C:5](=[CH:6][CH:7]=[CH:8][CH:9]=2)[CH:4]=[CH:3][C:2]=1[CH:11]=O.[CH3:13][C:14]([CH3:16])=[O:15].[OH-].[Na+].O, predict the reaction product. The product is: [CH:1]1[C:10]2[C:5](=[CH:6][CH:7]=[CH:8][CH:9]=2)[CH:4]=[CH:3][C:2]=1[CH:11]=[CH:13][C:14](=[O:15])[CH:16]=[CH:11][C:2]1[CH:3]=[CH:4][C:5]2[C:10](=[CH:9][CH:8]=[CH:7][CH:6]=2)[CH:1]=1. (2) Given the reactants [C:1]([OH:7])(=[O:6])[CH2:2][C:3](O)=O.ClC1SC(S(NC(N[C:21]2[CH:26]=[CH:25][C:24](C(=O)N[C:21]3[CH:26]=[CH:25][CH:24]=[CH:23][CH:22]=3)=[CH:23][CH:22]=2)=O)(=O)=O)=CC=1.N1CCCCC1.Cl, predict the reaction product. The product is: [C:1]([OH:7])(=[O:6])[CH:2]=[CH:3][C:21]1[CH:26]=[CH:25][CH:24]=[CH:23][CH:22]=1. (3) The product is: [CH2:38]([O:37][C:35]([C:4]1[CH:5]([C:14]2[CH:19]=[CH:18][C:17]([F:20])=[CH:16][C:15]=2[C:21]2[CH:22]=[C:23]([C:31]([F:32])([F:34])[F:33])[CH:24]=[C:25]([C:27]([F:29])([F:30])[F:28])[CH:26]=2)[N:6]=[C:7]([C:9]2[S:10][CH:11]=[CH:12][N:13]=2)[NH:8][C:3]=1[CH2:2][N:40]1[CH2:45][CH2:44][O:43][CH2:42][C@H:41]1[C:46]([OH:48])=[O:47])=[O:36])[CH3:39]. Given the reactants Br[CH2:2][C:3]1[NH:8][C:7]([C:9]2[S:10][CH:11]=[CH:12][N:13]=2)=[N:6][CH:5]([C:14]2[CH:19]=[CH:18][C:17]([F:20])=[CH:16][C:15]=2[C:21]2[CH:26]=[C:25]([C:27]([F:30])([F:29])[F:28])[CH:24]=[C:23]([C:31]([F:34])([F:33])[F:32])[CH:22]=2)[C:4]=1[C:35]([O:37][CH2:38][CH3:39])=[O:36].[NH:40]1[CH2:45][CH2:44][O:43][CH2:42][C@H:41]1[C:46]([OH:48])=[O:47], predict the reaction product. (4) The product is: [F:42][C:41]1[CH:40]=[CH:39][C:36]([C:37]#[N:38])=[CH:35][C:34]=1[NH:33][C:22]1[CH:21]=[C:20]([C:18]2[N:19]=[C:14]([N:11]3[CH2:12][CH2:13][NH:8][CH2:9][CH2:10]3)[C:15]3[C:30]([O:31][CH3:32])=[CH:29][N:28]=[CH:27][C:16]=3[N:17]=2)[CH:25]=[CH:24][N:23]=1. Given the reactants C(OC([N:8]1[CH2:13][CH2:12][N:11]([C:14]2[C:15]3[C:30]([O:31][CH3:32])=[CH:29][N:28]=[CH:27][C:16]=3[N:17]=[C:18]([C:20]3[CH:25]=[CH:24][N:23]=[C:22](Cl)[CH:21]=3)[N:19]=2)[CH2:10][CH2:9]1)=O)(C)(C)C.[NH2:33][C:34]1[CH:35]=[C:36]([CH:39]=[CH:40][C:41]=1[F:42])[C:37]#[N:38], predict the reaction product. (5) Given the reactants C([O-])=O.[NH4+].C([O:12][C:13]1[CH:18]=C(OCC2C=CC=CC=2)[C:16]([C:27]2[CH:32]=[CH:31][CH:30]=[CH:29][CH:28]=2)=[CH:15][C:14]=1[C:33]1[O:37]N=[C:35]([CH3:38])[C:34]=1[C:39]1[CH:44]=[CH:43][C:42]([O:45][CH3:46])=[CH:41][CH:40]=1)C1C=CC=CC=1.C(OCC)(=O)C.[CH3:53][OH:54], predict the reaction product. The product is: [OH:54][C:53]1[CH:18]=[C:13]2[C:14]([C:33](=[O:37])[C:34]([C:39]3[CH:44]=[CH:43][C:42]([O:45][CH3:46])=[CH:41][CH:40]=3)=[C:35]([CH3:38])[O:12]2)=[CH:15][C:16]=1[C:27]1[CH:32]=[CH:31][CH:30]=[CH:29][CH:28]=1. (6) Given the reactants [Br:1][C:2]1[C:3](Cl)=[N:4][CH:5]=[C:6]([CH:21]=1)[C:7]([NH:9][C:10]1[CH:15]=[CH:14][C:13]([O:16][C:17]([Cl:20])([F:19])[F:18])=[CH:12][CH:11]=1)=[O:8].[NH:23]1[CH2:27][C@H:26]([OH:28])[C@H:25]([OH:29])[CH2:24]1, predict the reaction product. The product is: [Br:1][C:2]1[C:3]([N:23]2[CH2:27][C@H:26]([OH:28])[C@H:25]([OH:29])[CH2:24]2)=[N:4][CH:5]=[C:6]([CH:21]=1)[C:7]([NH:9][C:10]1[CH:15]=[CH:14][C:13]([O:16][C:17]([Cl:20])([F:19])[F:18])=[CH:12][CH:11]=1)=[O:8]. (7) Given the reactants [C:1]([C:3]1[CH:4]=[C:5]([NH:11][C:12](=[S:21])[C:13]2[CH:18]=[CH:17][C:16]([O:19][CH3:20])=[CH:15][CH:14]=2)[CH:6]=[C:7]([O:9][CH3:10])[CH:8]=1)#[N:2].C(O)C.[OH-].[Na+], predict the reaction product. The product is: [C:1]([C:3]1[C:4]2[S:21][C:12]([C:13]3[CH:18]=[CH:17][C:16]([O:19][CH3:20])=[CH:15][CH:14]=3)=[N:11][C:5]=2[CH:6]=[C:7]([O:9][CH3:10])[CH:8]=1)#[N:2].